This data is from Full USPTO retrosynthesis dataset with 1.9M reactions from patents (1976-2016). The task is: Predict the reactants needed to synthesize the given product. (1) Given the product [CH:2]1([C:8]2[CH:17]=[C:16]3[C:11]([CH:12]=[C:13]([C:22]([OH:24])=[O:23])[CH:14]([C:18]([F:21])([F:20])[F:19])[O:15]3)=[CH:10][CH:9]=2)[CH2:3][CH2:1]1, predict the reactants needed to synthesize it. The reactants are: [CH2:1](Br)[C:2]#[CH:3].[OH-].[Na+].I[C:8]1[CH:17]=[C:16]2[C:11]([CH:12]=[C:13]([C:22]([OH:24])=[O:23])[CH:14]([C:18]([F:21])([F:20])[F:19])[O:15]2)=[CH:10][CH:9]=1. (2) Given the product [Br:1][C:2]1[CH:3]=[CH:4][C:5]([C:8]([CH3:12])([CH3:11])[C:9]([NH2:10])=[O:15])=[CH:6][CH:7]=1, predict the reactants needed to synthesize it. The reactants are: [Br:1][C:2]1[CH:7]=[CH:6][C:5]([C:8]([CH3:12])([CH3:11])[C:9]#[N:10])=[CH:4][CH:3]=1.C[Si](C)(C)[O-:15].[K+].O. (3) Given the product [Cl:1][C:2]1[CH:38]=[CH:37][C:36]([CH2:39][CH2:40][O:41][CH3:42])=[CH:35][C:3]=1[CH2:4][N:5]([CH:32]1[CH2:34][CH2:33]1)[C:6](=[O:31])[CH:7]([CH2:11][C:12]1[CH:17]=[CH:16][C:15]([O:18][CH2:19][CH2:20][O:21][C:22]2[C:27]([Cl:28])=[CH:26][C:25]([CH3:29])=[CH:24][C:23]=2[Cl:30])=[CH:14][CH:13]=1)[C:8](=[O:10])[CH3:9], predict the reactants needed to synthesize it. The reactants are: [Cl:1][C:2]1[CH:38]=[CH:37][C:36]([CH2:39][CH2:40][O:41][CH3:42])=[CH:35][C:3]=1[CH2:4][N:5]([CH:32]1[CH2:34][CH2:33]1)[C:6](=[O:31])[CH:7]([CH2:11][C:12]1[CH:17]=[CH:16][C:15]([O:18][CH2:19][CH2:20][O:21][C:22]2[C:27]([Cl:28])=[CH:26][C:25]([CH3:29])=[CH:24][C:23]=2[Cl:30])=[CH:14][CH:13]=1)[CH:8]([OH:10])[CH3:9].CC(OI1(OC(C)=O)(OC(C)=O)OC(=O)C2C=CC=CC1=2)=O.